Dataset: Full USPTO retrosynthesis dataset with 1.9M reactions from patents (1976-2016). Task: Predict the reactants needed to synthesize the given product. (1) Given the product [C:41]([OH:50])(=[O:49])[CH2:42][CH2:43][CH2:44][CH2:45][C:46]([OH:48])=[O:47].[N:1]1[C:6]2[NH:7][CH:8]=[CH:9][C:5]=2[C:4]([C:10]2[CH:11]=[N:12][N:13]([C:15]3([CH2:38][C:39]#[N:40])[CH2:18][N:17]([CH:19]4[CH2:20][CH2:21][N:22]([C:25](=[O:37])[C:26]5[CH:31]=[CH:30][N:29]=[C:28]([C:32]([F:35])([F:33])[F:34])[C:27]=5[F:36])[CH2:23][CH2:24]4)[CH2:16]3)[CH:14]=2)=[N:3][CH:2]=1, predict the reactants needed to synthesize it. The reactants are: [N:1]1[C:6]2[NH:7][CH:8]=[CH:9][C:5]=2[C:4]([C:10]2[CH:11]=[N:12][N:13]([C:15]3([CH2:38][C:39]#[N:40])[CH2:18][N:17]([CH:19]4[CH2:24][CH2:23][N:22]([C:25](=[O:37])[C:26]5[CH:31]=[CH:30][N:29]=[C:28]([C:32]([F:35])([F:34])[F:33])[C:27]=5[F:36])[CH2:21][CH2:20]4)[CH2:16]3)[CH:14]=2)=[N:3][CH:2]=1.[C:41]([OH:50])(=[O:49])[CH2:42][CH2:43][CH2:44][CH2:45][C:46]([OH:48])=[O:47].C(C(C)=O)C(C)C. (2) Given the product [Cl:1][C:2]1[CH:7]=[CH:6][CH:5]=[CH:4][C:3]=1[N:8]1[C:12]([C:13]2[O:14][C:15]([C:18]3[CH:23]=[CH:22][CH:21]=[C:20]([S:24]([CH3:27])(=[O:26])=[O:25])[CH:19]=3)=[N:16][N:17]=2)=[CH:11][C:10]([C:28]([OH:30])=[O:29])=[N:9]1, predict the reactants needed to synthesize it. The reactants are: [Cl:1][C:2]1[CH:7]=[CH:6][CH:5]=[CH:4][C:3]=1[N:8]1[C:12]([C:13]2[O:14][C:15]([C:18]3[CH:23]=[CH:22][CH:21]=[C:20]([S:24]([CH3:27])(=[O:26])=[O:25])[CH:19]=3)=[N:16][N:17]=2)=[CH:11][C:10]([C:28]([O:30]C)=[O:29])=[N:9]1.[OH-].[Li+]. (3) The reactants are: [CH3:1][O:2][C:3](=[O:17])[CH2:4][C:5]1[CH:10]=[C:9]([OH:11])[CH:8]=[C:7]([O:12][CH2:13][CH2:14][CH2:15][CH3:16])[CH:6]=1.N1C=CC=CC=1.[F:24][C:25]([F:38])([F:37])[S:26](O[S:26]([C:25]([F:38])([F:37])[F:24])(=[O:28])=[O:27])(=[O:28])=[O:27].Cl. Given the product [CH3:1][O:2][C:3](=[O:17])[CH2:4][C:5]1[CH:10]=[C:9]([O:11][S:26]([C:25]([F:38])([F:37])[F:24])(=[O:28])=[O:27])[CH:8]=[C:7]([O:12][CH2:13][CH2:14][CH2:15][CH3:16])[CH:6]=1, predict the reactants needed to synthesize it. (4) Given the product [OH:1][C@@:2]1([CH3:36])[CH2:7][CH2:6][C@H:5]2[C@H:8]3[C@H:18]([CH2:19][CH2:20][C@:3]12[CH3:4])[C@:16]1([CH3:17])[C:11](=[CH:12][C:13](=[O:21])[CH2:14][CH2:15]1)[CH2:10][C@H:9]3[CH2:22][CH2:23][CH2:24][CH2:25][C:26]1[CH:31]=[CH:30][CH:29]=[C:28]([OH:32])[CH:27]=1, predict the reactants needed to synthesize it. The reactants are: [OH:1][C@@:2]1([CH3:36])[CH2:7][CH2:6][C@H:5]2[C@H:8]3[C@H:18]([CH2:19][CH2:20][C@:3]12[CH3:4])[C@:16]1([CH3:17])[C:11](=[CH:12][C@@H:13]([OH:21])[CH2:14][CH2:15]1)[CH2:10][C@H:9]3[CH2:22][CH2:23][CH2:24][CH2:25][C:26]1[CH:31]=[CH:30][CH:29]=[C:28]([O:32]C(=O)C)[CH:27]=1. (5) Given the product [ClH:10].[CH:1]1([N:4]2[CH2:9][CH2:8][N:7]([C:11]3[N:12]=[N:13][C:14]([C:17]4[CH:18]=[CH:19][C:20]([C:23]([F:24])([F:26])[F:25])=[CH:21][CH:22]=4)=[CH:15][CH:16]=3)[CH2:6][CH2:5]2)[CH2:3][CH2:2]1, predict the reactants needed to synthesize it. The reactants are: [CH:1]1([N:4]2[CH2:9][CH2:8][NH:7][CH2:6][CH2:5]2)[CH2:3][CH2:2]1.[Cl:10][C:11]1[N:12]=[N:13][C:14]([C:17]2[CH:22]=[CH:21][C:20]([C:23]([F:26])([F:25])[F:24])=[CH:19][CH:18]=2)=[CH:15][CH:16]=1. (6) Given the product [OH:32][N:31]=[C:2]1[CH:3]2[CH2:4][C:5]3([C:12]([NH:14][C@H:15]4[CH2:20][CH2:19][CH2:18][N:17]([C:21]([O:23][CH2:24][C:25]5[CH:30]=[CH:29][CH:28]=[CH:27][CH:26]=5)=[O:22])[CH2:16]4)=[O:13])[CH2:6][CH:7]([CH2:8][CH:9]1[CH2:10]3)[CH2:11]2, predict the reactants needed to synthesize it. The reactants are: O=[C:2]1[CH:9]2[CH2:10][C:5]3([C:12]([NH:14][C@H:15]4[CH2:20][CH2:19][CH2:18][N:17]([C:21]([O:23][CH2:24][C:25]5[CH:30]=[CH:29][CH:28]=[CH:27][CH:26]=5)=[O:22])[CH2:16]4)=[O:13])[CH2:6][CH:7]([CH2:11][CH:3]1[CH2:4]3)[CH2:8]2.[NH2:31][OH:32]. (7) The reactants are: [NH:1]1[CH2:6][CH2:5][CH:4]([CH2:7][O:8][C:9]2[CH:18]=[CH:17][CH:16]=[C:15]3[C:10]=2[C:11]([NH2:20])=[N:12][C:13]([NH2:19])=[N:14]3)[CH2:3][CH2:2]1.[F:21][C:22]1[CH:30]=[C:29]([F:31])[CH:28]=[CH:27][C:23]=1[C:24](Cl)=[O:25]. Given the product [NH2:19][C:13]1[N:12]=[C:11]([NH2:20])[C:10]2[C:15](=[CH:16][CH:17]=[CH:18][C:9]=2[O:8][CH2:7][CH:4]2[CH2:5][CH2:6][N:1]([C:24]([C:23]3[CH:27]=[CH:28][C:29]([F:31])=[CH:30][C:22]=3[F:21])=[O:25])[CH2:2][CH2:3]2)[N:14]=1, predict the reactants needed to synthesize it. (8) Given the product [CH3:1][O:2][C:3]1[CH:4]=[C:5]2[C:10](=[CH:11][C:12]=1[O:13][CH3:14])[N:9]=[CH:8][CH:7]=[C:6]2[O:15][C:16]1[CH:21]=[CH:20][C:19]([NH:22][CH3:23])=[CH:18][C:17]=1[F:27], predict the reactants needed to synthesize it. The reactants are: [CH3:1][O:2][C:3]1[CH:4]=[C:5]2[C:10](=[CH:11][C:12]=1[O:13][CH3:14])[N:9]=[CH:8][CH:7]=[C:6]2[O:15][C:16]1[CH:21]=[CH:20][C:19]([N:22](C)[C:23](=O)C)=[CH:18][C:17]=1[F:27]. (9) Given the product [OH:4][CH2:5][CH2:6][N:7]1[CH:11]=[C:10]([C:12]2[CH:17]=[CH:16][C:15](=[O:18])[N:14]([CH2:19][C:20]3[CH:25]=[CH:24][CH:23]=[C:22]([C:26]4[N:31]=[CH:30][C:29]([O:32][CH2:33][CH2:34][N:35]5[CH2:40][CH2:39][O:38][CH2:37][CH2:36]5)=[CH:28][N:27]=4)[CH:21]=3)[N:13]=2)[CH:9]=[N:8]1, predict the reactants needed to synthesize it. The reactants are: C([O:4][CH2:5][CH2:6][N:7]1[CH:11]=[C:10]([C:12]2[CH:17]=[CH:16][C:15](=[O:18])[N:14]([CH2:19][C:20]3[CH:25]=[CH:24][CH:23]=[C:22]([C:26]4[N:31]=[CH:30][C:29]([O:32][CH2:33][CH2:34][N:35]5[CH2:40][CH2:39][O:38][CH2:37][CH2:36]5)=[CH:28][N:27]=4)[CH:21]=3)[N:13]=2)[CH:9]=[N:8]1)(=O)C.[OH-].[Na+]. (10) Given the product [C:15]([NH:23][C:24]([N:6]([CH2:1][CH2:2][CH2:3][CH2:4][CH3:5])[C:7]1[N:8]=[CH:9][NH:10][C:11]=1[C:12]([NH2:14])=[O:13])=[S:25])(=[O:22])[C:16]1[CH:21]=[CH:20][CH:19]=[CH:18][CH:17]=1, predict the reactants needed to synthesize it. The reactants are: [CH2:1]([NH:6][C:7]1[N:8]=[CH:9][NH:10][C:11]=1[C:12]([NH2:14])=[O:13])[CH2:2][CH2:3][CH2:4][CH3:5].[C:15]([N:23]=[C:24]=[S:25])(=[O:22])[C:16]1[CH:21]=[CH:20][CH:19]=[CH:18][CH:17]=1.